Dataset: Catalyst prediction with 721,799 reactions and 888 catalyst types from USPTO. Task: Predict which catalyst facilitates the given reaction. (1) Reactant: Cl.[CH3:2][O:3][C:4]1[C:9]2[N:10]=[C:11]([C:13]3[NH:22][C:16]4[CH2:17][CH2:18][NH:19][CH2:20][CH2:21][C:15]=4[N:14]=3)[S:12][C:8]=2[C:7]([N:23]2[CH2:28][CH2:27][O:26][CH2:25][CH2:24]2)=[CH:6][CH:5]=1.C(N(C(C)C)C(C)C)C.[CH3:38][S:39](Cl)(=[O:41])=[O:40]. Product: [CH3:38][S:39]([N:19]1[CH2:20][CH2:21][C:15]2[N:14]=[C:13]([C:11]3[S:12][C:8]4[C:7]([N:23]5[CH2:24][CH2:25][O:26][CH2:27][CH2:28]5)=[CH:6][CH:5]=[C:4]([O:3][CH3:2])[C:9]=4[N:10]=3)[NH:22][C:16]=2[CH2:17][CH2:18]1)(=[O:41])=[O:40]. The catalyst class is: 7. (2) The catalyst class is: 12. Reactant: [NH:1]1[C:11]2[C:6](=[CH:7][CH:8]=[CH:9][CH:10]=2)[C:4](=[O:5])[C:2]1=[O:3].[H-].[Na+].[Cl:14][C:15]1[S:16][C:17]([CH2:20]Cl)=[CH:18][CH:19]=1. Product: [Cl:14][C:15]1[S:16][C:17]([CH2:20][N:1]2[C:11]3[C:6](=[CH:7][CH:8]=[CH:9][CH:10]=3)[C:4](=[O:5])[C:2]2=[O:3])=[CH:18][CH:19]=1.